From a dataset of Full USPTO retrosynthesis dataset with 1.9M reactions from patents (1976-2016). Predict the reactants needed to synthesize the given product. (1) Given the product [CH3:8][C:6]1[CH:5]=[C:4]([O:9][C:11]2[CH:16]=[CH:15][CH:14]=[CH:13][CH:12]=2)[CH:3]=[C:2]([CH3:1])[CH:7]=1, predict the reactants needed to synthesize it. The reactants are: [CH3:1][C:2]1[CH:3]=[C:4]([OH:9])[CH:5]=[C:6]([CH3:8])[CH:7]=1.Cl[C:11]1[CH:16]=[CH:15][CH:14]=[CH:13][CH:12]=1. (2) Given the product [Cl:1][C:2]1[N:3]=[C:4]([C:9]([NH:11][C@H:12]2[CH2:17][CH2:16][N:15]([C:23]3[S:24][C:25]([C:29]([O:31][CH2:32][CH3:33])=[O:30])=[C:26]([CH3:28])[N:27]=3)[CH2:14][C@H:13]2[NH:18][CH2:19][CH2:20][CH3:21])=[O:10])[NH:5][C:6]=1[CH2:7][CH3:8], predict the reactants needed to synthesize it. The reactants are: [Cl:1][C:2]1[N:3]=[C:4]([C:9]([NH:11][C@H:12]2[CH2:17][CH2:16][NH:15][CH2:14][C@H:13]2[NH:18][CH2:19][CH2:20][CH3:21])=[O:10])[NH:5][C:6]=1[CH2:7][CH3:8].Br[C:23]1[S:24][C:25]([C:29]([O:31][CH2:32][CH3:33])=[O:30])=[C:26]([CH3:28])[N:27]=1.C(=O)([O-])[O-].[Na+].[Na+].